From a dataset of Rat liver microsome stability data. Regression/Classification. Given a drug SMILES string, predict its absorption, distribution, metabolism, or excretion properties. Task type varies by dataset: regression for continuous measurements (e.g., permeability, clearance, half-life) or binary classification for categorical outcomes (e.g., BBB penetration, CYP inhibition). Dataset: rlm. (1) The compound is COC(=O)Nc1ccc2sc3cc(S(=O)(=O)N[C@H](C(=O)O)C(C)C)ccc3c2c1. The result is 0 (unstable in rat liver microsomes). (2) The molecule is CC1(C)CNc2cc(NC(=O)c3cccnc3NCc3ccncc3)ccc21. The result is 1 (stable in rat liver microsomes). (3) The compound is CC(C)CNC(=O)c1cn2cc(-c3ccccc3)sc2n1. The result is 0 (unstable in rat liver microsomes). (4) The compound is COc1cccc(NC(=O)c2cccc3c(O)c4c(nc23)CCCC4)c1. The result is 1 (stable in rat liver microsomes). (5) The drug is CC(C)c1ccc(Nc2c(-c3ccccn3)nc3ccccn23)cc1. The result is 1 (stable in rat liver microsomes).